From a dataset of Catalyst prediction with 721,799 reactions and 888 catalyst types from USPTO. Predict which catalyst facilitates the given reaction. (1) Reactant: [OH:1][C:2]1[CH:12]=[C:11]([C:13]([O:15][CH2:16][CH3:17])=[O:14])[C:10]([OH:18])=[CH:9][C:3]=1[C:4]([O:6][CH2:7][CH3:8])=[O:5].[H-].[Na+].[N+:21]([C:24]1[CH:29]=[C:28]([S:30]([C:33]([F:36])([F:35])[F:34])(=[O:32])=[O:31])[CH:27]=[CH:26][C:25]=1Cl)([O-:23])=[O:22]. Product: [CH2:16]([O:15][C:13](=[O:14])[C:11]1[CH:12]=[C:2]([O:1][C:25]2[CH:26]=[CH:27][C:28]([S:30]([C:33]([F:35])([F:36])[F:34])(=[O:32])=[O:31])=[CH:29][C:24]=2[N+:21]([O-:23])=[O:22])[C:3]([C:4]([O:6][CH2:7][CH3:8])=[O:5])=[CH:9][C:10]=1[OH:18])[CH3:17]. The catalyst class is: 1. (2) Reactant: [Cl:1][C:2]1[CH:7]=[CH:6][C:5]([CH2:8][C@@H:9]([NH:42][C:43]([C@@H:45]2[CH2:54][C:53]3[C:48](=[CH:49][CH:50]=[CH:51][CH:52]=3)[CH2:47][N:46]2[C:55]([O:57][C:58]([CH3:61])([CH3:60])[CH3:59])=[O:56])=[O:44])[C:10]([N:12]2[CH2:17][CH2:16][CH:15]([C:18]3[CH:23]=[CH:22][CH:21]=[CH:20][C:19]=3[NH:24]C(OCC3C4C=CC=CC=4C4C3=CC=CC=4)=O)[CH2:14][CH2:13]2)=[O:11])=[CH:4][CH:3]=1.C(S)CCCCCCC.N12CCCN=C1CCCCC2. Product: [NH2:24][C:19]1[CH:20]=[CH:21][CH:22]=[CH:23][C:18]=1[CH:15]1[CH2:16][CH2:17][N:12]([C:10](=[O:11])[C@H:9]([NH:42][C:43]([C@@H:45]2[CH2:54][C:53]3[C:48](=[CH:49][CH:50]=[CH:51][CH:52]=3)[CH2:47][N:46]2[C:55]([O:57][C:58]([CH3:60])([CH3:59])[CH3:61])=[O:56])=[O:44])[CH2:8][C:5]2[CH:4]=[CH:3][C:2]([Cl:1])=[CH:7][CH:6]=2)[CH2:13][CH2:14]1. The catalyst class is: 1. (3) Reactant: [O:1]=[C:2]1[C:7]([CH2:8][C:9]2[CH:14]=[CH:13][C:12]([C:15]3[C:16]([C:21]#[N:22])=[CH:17][CH:18]=[CH:19][CH:20]=3)=[CH:11][CH:10]=2)=[C:6]([CH2:23][CH2:24][CH3:25])[N:5]2[N:26]=[CH:27][N:28]=[C:4]2[N:3]1[C@H:29]1[CH2:34][CH2:33][C@H:32]([O:35][CH2:36][C:37](=[O:39])[CH3:38])[CH2:31][CH2:30]1.[CH:40](N(CC)C(C)C)(C)C.FC(F)(F)S(O[Si:55]([C:58]([CH3:61])([CH3:60])[CH3:59])([CH3:57])[CH3:56])(=O)=O.C(=O)([O-])O.[Na+].C([Zn]CC)C.ClCI.[Cl-].[NH4+]. Product: [Si:55]([O:39][C:37]1([CH2:36][O:35][C@H:32]2[CH2:31][CH2:30][C@H:29]([N:3]3[C:2](=[O:1])[C:7]([CH2:8][C:9]4[CH:14]=[CH:13][C:12]([C:15]5[C:16]([C:21]#[N:22])=[CH:17][CH:18]=[CH:19][CH:20]=5)=[CH:11][CH:10]=4)=[C:6]([CH2:23][CH2:24][CH3:25])[N:5]4[N:26]=[CH:27][N:28]=[C:4]34)[CH2:34][CH2:33]2)[CH2:40][CH2:38]1)([C:58]([CH3:61])([CH3:60])[CH3:59])([CH3:57])[CH3:56]. The catalyst class is: 2. (4) Reactant: [F:1][C:2]([F:16])([F:15])[C:3]([NH:5][CH2:6][C:7]1[CH:12]=[CH:11][C:10]([CH2:13][OH:14])=[CH:9][CH:8]=1)=[O:4].[H-].[Na+].Cl[C:20]1[CH:25]=[C:24]([C:26]([F:29])([F:28])[F:27])[N:23]=[C:22]([NH2:30])[N:21]=1.O. Product: [NH2:30][C:22]1[N:23]=[C:24]([C:26]([F:29])([F:27])[F:28])[CH:25]=[C:20]([O:14][CH2:13][C:10]2[CH:11]=[CH:12][C:7]([CH2:6][NH:5][C:3](=[O:4])[C:2]([F:15])([F:16])[F:1])=[CH:8][CH:9]=2)[N:21]=1. The catalyst class is: 44. (5) Reactant: [N:1]1([CH:5]2[CH:14]([CH2:15][C:16]3[CH:21]=[CH:20][CH:19]=[CH:18][CH:17]=3)[C:13]3[C:8](=[CH:9][CH:10]=[C:11]([N:22]4[CH2:25][CH:24]([NH2:26])[CH2:23]4)[CH:12]=3)[O:7][CH2:6]2)[CH2:4][CH2:3][CH2:2]1.[CH3:27][N:28]1[CH:32]=[C:31]([S:33](Cl)(=[O:35])=[O:34])[N:30]=[CH:29]1. Product: [N:1]1([C@H:5]2[C@@H:14]([CH2:15][C:16]3[CH:21]=[CH:20][CH:19]=[CH:18][CH:17]=3)[C:13]3[C:8](=[CH:9][CH:10]=[C:11]([N:22]4[CH2:23][CH:24]([NH:26][S:33]([C:31]5[N:30]=[CH:29][N:28]([CH3:27])[CH:32]=5)(=[O:35])=[O:34])[CH2:25]4)[CH:12]=3)[O:7][CH2:6]2)[CH2:2][CH2:3][CH2:4]1. The catalyst class is: 172. (6) Reactant: [CH:1]1([NH:6][C:7]2[CH:12]=[CH:11][C:10]([C:13]([OH:26])([C:18]#[C:19][C:20]3[CH:25]=[CH:24][CH:23]=[CH:22][CH:21]=3)[C:14]([F:17])([F:16])[F:15])=[CH:9][CH:8]=2)[CH2:5][CH2:4][CH2:3][CH2:2]1.[Cl:27][C:28]1[CH:33]=[CH:32][C:31]([Cl:34])=[CH:30][C:29]=1[S:35](Cl)(=[O:37])=[O:36]. Product: [CH:1]1([N:6]([C:7]2[CH:12]=[CH:11][C:10]([C:13]([OH:26])([C:14]([F:16])([F:17])[F:15])[C:18]#[C:19][C:20]3[CH:21]=[CH:22][CH:23]=[CH:24][CH:25]=3)=[CH:9][CH:8]=2)[S:35]([C:29]2[CH:30]=[C:31]([Cl:34])[CH:32]=[CH:33][C:28]=2[Cl:27])(=[O:37])=[O:36])[CH2:2][CH2:3][CH2:4][CH2:5]1. The catalyst class is: 17.